This data is from Reaction yield outcomes from USPTO patents with 853,638 reactions. The task is: Predict the reaction yield, written as a fraction of the theoretical maximum amount of product (1.0 means a 100% yield; for example, 0.34 means a 34% yield). (1) The reactants are [C:1]1([S:7]([C:10]2[CH:11]=[CH:12][C:13]([CH3:20])=[C:14]([S:16](Cl)(=[O:18])=[O:17])[CH:15]=2)(=[O:9])=[O:8])[CH:6]=[CH:5][CH:4]=[CH:3][CH:2]=1.[CH2:21]([NH2:29])[CH2:22][C:23]1[CH:28]=[CH:27][CH:26]=[CH:25][CH:24]=1.C(N(CC)CC)C. The product is [CH3:20][C:13]1[CH:12]=[CH:11][C:10]([S:7]([C:1]2[CH:6]=[CH:5][CH:4]=[CH:3][CH:2]=2)(=[O:9])=[O:8])=[CH:15][C:14]=1[S:16]([NH:29][CH2:21][CH2:22][C:23]1[CH:28]=[CH:27][CH:26]=[CH:25][CH:24]=1)(=[O:18])=[O:17]. The yield is 0.820. The catalyst is C(Cl)Cl. (2) The reactants are [Cl:1][C:2]1[C:3]([N:9]2[CH:13]=[C:12]([CH2:14][CH2:15][CH2:16][OH:17])[C:11]([CH:18]([CH3:20])[CH3:19])=[N:10]2)=[N:4][CH:5]=[C:6]([Cl:8])[CH:7]=1.O[C:22]1[C:27]([O:28][CH3:29])=[CH:26][CH:25]=[CH:24][C:23]=1[CH2:30][C:31]([O:33]C)=[O:32].C(P(CCCC)CCCC)CCC.N(C(N1CCCCC1)=O)=NC(N1CCCCC1)=O. The catalyst is O1CCCC1. The product is [Cl:1][C:2]1[C:3]([N:9]2[CH:13]=[C:12]([CH2:14][CH2:15][CH2:16][O:17][C:22]3[C:27]([O:28][CH3:29])=[CH:26][CH:25]=[CH:24][C:23]=3[CH2:30][C:31]([OH:33])=[O:32])[C:11]([CH:18]([CH3:20])[CH3:19])=[N:10]2)=[N:4][CH:5]=[C:6]([Cl:8])[CH:7]=1. The yield is 0.720. (3) The reactants are [CH2:1]([C:13]1[CH:17]=[CH:16][S:15][C:14]=1[CH:18]=O)[CH2:2][CH2:3][CH2:4][CH2:5][CH2:6][CH2:7][CH2:8][CH2:9][CH2:10][CH2:11][CH3:12]. The catalyst is C1COCC1.Cl[Ti](Cl)(Cl)Cl.[Zn]. The product is [CH2:1]([C:13]1[CH:17]=[CH:16][S:15][C:14]=1/[CH:18]=[CH:18]/[C:14]1[S:15][CH:16]=[CH:17][C:13]=1[CH2:1][CH2:2][CH2:3][CH2:4][CH2:5][CH2:6][CH2:7][CH2:8][CH2:9][CH2:10][CH2:11][CH3:12])[CH2:2][CH2:3][CH2:4][CH2:5][CH2:6][CH2:7][CH2:8][CH2:9][CH2:10][CH2:11][CH3:12]. The yield is 0.750. (4) The catalyst is C1C=CC(/C=C/C(/C=C/C2C=CC=CC=2)=O)=CC=1.C1C=CC(/C=C/C(/C=C/C2C=CC=CC=2)=O)=CC=1.C1C=CC(/C=C/C(/C=C/C2C=CC=CC=2)=O)=CC=1.[Pd].[Pd].C(OCC)(=O)C.O1CCOCC1. The yield is 0.390. The product is [Si:21]([O:28][C@@H:29]1[CH2:33][CH2:32][N:31]([C:34]2[CH:35]=[CH:36][C:37]([NH:15][C:12]3[N:13]=[CH:14][C:9]4[C:8]5[CH:16]=[CH:17][N:18]=[C:19]([F:20])[C:7]=5[N:6]([CH:1]5[CH2:2][CH2:3][CH2:4][CH2:5]5)[C:10]=4[N:11]=3)=[N:38][CH:39]=2)[CH2:30]1)([C:24]([CH3:27])([CH3:25])[CH3:26])([CH3:23])[CH3:22]. The reactants are [CH:1]1([N:6]2[C:10]3[N:11]=[C:12]([NH2:15])[N:13]=[CH:14][C:9]=3[C:8]3[CH:16]=[CH:17][N:18]=[C:19]([F:20])[C:7]2=3)[CH2:5][CH2:4][CH2:3][CH2:2]1.[Si:21]([O:28][C@@H:29]1[CH2:33][CH2:32][N:31]([C:34]2[CH:35]=[CH:36][C:37](Cl)=[N:38][CH:39]=2)[CH2:30]1)([C:24]([CH3:27])([CH3:26])[CH3:25])([CH3:23])[CH3:22].C1(P(C2C=CC=CC=2)C2C3OC4C(=CC=CC=4P(C4C=CC=CC=4)C4C=CC=CC=4)C(C)(C)C=3C=CC=2)C=CC=CC=1.CC(C)([O-])C.[Na+]. (5) The reactants are [H-].[Na+].[Cl:3][C:4]1[CH:12]=[C:11]2[C:7]([CH:8]=[CH:9][NH:10]2)=[CH:6][CH:5]=1.[C:13](O[C:13]([O:15][C:16]([CH3:19])([CH3:18])[CH3:17])=[O:14])([O:15][C:16]([CH3:19])([CH3:18])[CH3:17])=[O:14]. The catalyst is C1COCC1. The product is [C:16]([O:15][C:13]([N:10]1[C:11]2[C:7](=[CH:6][CH:5]=[C:4]([Cl:3])[CH:12]=2)[CH:8]=[CH:9]1)=[O:14])([CH3:19])([CH3:18])[CH3:17]. The yield is 0.820. (6) The reactants are [CH3:1][NH:2][S:3]([C:6]1[CH:11]=[CH:10][C:9](B(O)O)=[CH:8][CH:7]=1)(=[O:5])=[O:4].[C:15]([O:19][C:20](=[O:29])[NH:21][C:22]1[CH:27]=[CH:26][CH:25]=[C:24](Br)[N:23]=1)([CH3:18])([CH3:17])[CH3:16].C([O-])([O-])=O.[K+].[K+]. The catalyst is CN(C=O)C.O.C1C=CC([P]([Pd]([P](C2C=CC=CC=2)(C2C=CC=CC=2)C2C=CC=CC=2)([P](C2C=CC=CC=2)(C2C=CC=CC=2)C2C=CC=CC=2)[P](C2C=CC=CC=2)(C2C=CC=CC=2)C2C=CC=CC=2)(C2C=CC=CC=2)C2C=CC=CC=2)=CC=1. The product is [CH3:1][NH:2][S:3]([C:6]1[CH:11]=[CH:10][C:9]([C:24]2[N:23]=[C:22]([NH:21][C:20](=[O:29])[O:19][C:15]([CH3:17])([CH3:16])[CH3:18])[CH:27]=[CH:26][CH:25]=2)=[CH:8][CH:7]=1)(=[O:5])=[O:4]. The yield is 0.580. (7) The reactants are [NH2:1][C:2]1[CH:3]=[CH:4][C:5]([Cl:18])=[C:6]([CH2:8][S:9][C:10]2[N:15]=[C:14]([OH:16])[CH:13]=[C:12]([CH3:17])[N:11]=2)[CH:7]=1.Cl.O1CCOCC1. The catalyst is CO. The product is [ClH:18].[NH2:1][C:2]1[CH:3]=[CH:4][C:5]([Cl:18])=[C:6]([CH2:8][S:9][C:10]2[N:15]=[C:14]([OH:16])[CH:13]=[C:12]([CH3:17])[N:11]=2)[CH:7]=1. The yield is 0.980. (8) The reactants are C([O-])([O-])=O.[Cs+].[Cs+].[Cl:7][C:8]1[CH:13]=[CH:12][C:11]([C:14]2[C:18]3[CH2:19][N:20]([C:23](=[O:25])[CH3:24])[CH2:21][CH2:22][C:17]=3[NH:16][N:15]=2)=[CH:10][CH:9]=1.Br[CH2:27][CH2:28][CH2:29][Cl:30].O. The catalyst is CN(C=O)C. The product is [Cl:7][C:8]1[CH:9]=[CH:10][C:11]([C:14]2[C:18]3[CH2:19][N:20]([C:23](=[O:25])[CH3:24])[CH2:21][CH2:22][C:17]=3[N:16]([CH2:27][CH2:28][CH2:29][Cl:30])[N:15]=2)=[CH:12][CH:13]=1. The yield is 0.830.